Task: Regression/Classification. Given a drug SMILES string, predict its toxicity properties. Task type varies by dataset: regression for continuous values (e.g., LD50, hERG inhibition percentage) or binary classification for toxic/non-toxic outcomes (e.g., AMES mutagenicity, cardiotoxicity, hepatotoxicity). Dataset: ld50_zhu.. Dataset: Acute oral toxicity (LD50) regression data from Zhu et al. (1) The compound is CCCCn1c(C)cc(=NC(=O)c2ccccc2O)n1-c1ccccc1. The rat oral LD50 is 2.59, given as -log10 of the dose in mol/kg body weight (higher means more acutely toxic). (2) The compound is CC(COc1ccc(C(C)(C)C)cc1)OS(=O)OCCCl. The rat oral LD50 is 1.93, given as -log10 of the dose in mol/kg body weight (higher means more acutely toxic). (3) The compound is CCCSP(=O)(OC)SCCC. The rat oral LD50 is 4.53, given as -log10 of the dose in mol/kg body weight (higher means more acutely toxic). (4) The drug is S=C1NCNCN1. The rat oral LD50 is 4.41, given as -log10 of the dose in mol/kg body weight (higher means more acutely toxic). (5) The drug is CN1C(=O)C2(Cc3cn(C45CC67SSC(CO)(C(=O)N6C4Nc4ccccc45)N(C)C7=O)c4ccccc34)SSC1(CO)C(=O)N2C. The rat oral LD50 is 3.98, given as -log10 of the dose in mol/kg body weight (higher means more acutely toxic). (6) The molecule is CCOC(=O)C(C)Oc1ccc(Oc2cnc3cc(Cl)ccc3n2)cc1. The rat oral LD50 is 2.40, given as -log10 of the dose in mol/kg body weight (higher means more acutely toxic). (7) The compound is CCCCC(CC)OCCO. The rat oral LD50 is 1.85, given as -log10 of the dose in mol/kg body weight (higher means more acutely toxic). (8) The molecule is CCOC(=O)Cl. The rat oral LD50 is 2.60, given as -log10 of the dose in mol/kg body weight (higher means more acutely toxic).